From a dataset of Forward reaction prediction with 1.9M reactions from USPTO patents (1976-2016). Predict the product of the given reaction. (1) Given the reactants [CH3:1][O:2][C:3]1[CH:18]=[CH:17][C:6]2[CH:7]3[C:14]4([CH2:15][CH2:16][C:5]=2[CH:4]=1)[CH:10]([CH2:11][NH:12][CH2:13]4)[CH2:9][CH2:8]3.[CH3:19]O.[OH-].[NH4+], predict the reaction product. The product is: [CH3:1][O:2][C:3]1[CH:18]=[CH:17][C:6]2[CH:7]3[C:14]4([CH2:15][CH2:16][C:5]=2[CH:4]=1)[CH:10]([CH2:11][N:12]([CH3:19])[CH2:13]4)[CH2:9][CH2:8]3. (2) The product is: [CH:19]1([C:2]2[C:7]([C:8]3[CH:13]=[CH:12][C:11]([F:14])=[CH:10][CH:9]=3)=[C:6]([F:15])[C:5]([O:16][CH2:31][CH3:32])=[C:4]([CH:17]=[O:18])[CH:3]=2)[CH2:21][CH2:20]1. Given the reactants Br[C:2]1[C:7]([C:8]2[CH:13]=[CH:12][C:11]([F:14])=[CH:10][CH:9]=2)=[C:6]([F:15])[C:5]([OH:16])=[C:4]([CH:17]=[O:18])[CH:3]=1.[CH:19]1(B(O)O)[CH2:21][CH2:20]1.C(=O)([O-])[O-].[Na+].[Na+].[CH:31]1(P(C2CCCCC2)C2C=CC=CC=2C2C(OC)=CC=CC=2OC)CCCC[CH2:32]1, predict the reaction product. (3) The product is: [Cl:11][C:8]1[N:9]=[CH:10][C:5]([C:3]([NH:13][NH2:14])=[O:2])=[N:6][CH:7]=1. Given the reactants C[O:2][C:3]([C:5]1[CH:10]=[N:9][C:8]([Cl:11])=[CH:7][N:6]=1)=O.O.[NH2:13][NH2:14], predict the reaction product. (4) Given the reactants [O:1]=[C:2]1[N:7]([C:8]2[CH:13]=[CH:12][CH:11]=[C:10]([C:14]([F:17])([F:16])[F:15])[CH:9]=2)[C:6]2[CH2:18][CH2:19][C:20](=[O:21])[C:5]=2[CH:4]([C:22]2[CH:29]=[CH:28][C:25]([C:26]#[N:27])=[CH:24][CH:23]=2)[NH:3]1.[H-].[Na+].Cl[S:33]([CH2:36][CH2:37][CH2:38][C:39]([O:41][CH3:42])=[O:40])(=[O:35])=[O:34], predict the reaction product. The product is: [C:26]([C:25]1[CH:24]=[CH:23][C:22]([CH:4]2[N:3]([S:33]([CH2:36][CH2:37][CH2:38][C:39]([O:41][CH3:42])=[O:40])(=[O:35])=[O:34])[C:2](=[O:1])[N:7]([C:8]3[CH:13]=[CH:12][CH:11]=[C:10]([C:14]([F:15])([F:16])[F:17])[CH:9]=3)[C:6]3[CH2:18][CH2:19][C:20](=[O:21])[C:5]2=3)=[CH:29][CH:28]=1)#[N:27]. (5) The product is: [Br:14][C:2]1([CH2:1][C:8]2[CH:13]=[N:12][CH:11]=[CH:10][N:9]=2)[CH:7]=[CH:6][CH:5]=[CH:4][CH2:3]1. Given the reactants [CH2:1]([C:8]1[CH:13]=[N:12][CH:11]=[CH:10][N:9]=1)[C:2]1[CH:7]=[CH:6][CH:5]=[CH:4][CH:3]=1.[Br:14]N1C(C)(C)C(=O)N(Br)C1=O, predict the reaction product. (6) Given the reactants [OH-].[Na+].[Cl:3][C:4]1[CH:15]=[CH:14][C:7]([O:8][CH2:9][C:10]([O:12]C)=[O:11])=[C:6]([O:16][C:17]2[CH:22]=[CH:21][C:20]([S:23]([CH3:26])(=[O:25])=[O:24])=[C:19]([C:27]([F:30])([F:29])[F:28])[CH:18]=2)[CH:5]=1, predict the reaction product. The product is: [Cl:3][C:4]1[CH:15]=[CH:14][C:7]([O:8][CH2:9][C:10]([OH:12])=[O:11])=[C:6]([O:16][C:17]2[CH:22]=[CH:21][C:20]([S:23]([CH3:26])(=[O:24])=[O:25])=[C:19]([C:27]([F:29])([F:28])[F:30])[CH:18]=2)[CH:5]=1. (7) Given the reactants [Br:1][C:2]1[C:3]([N:10]([CH:19]2[CH2:24][CH2:23][CH2:22][CH2:21][CH2:20]2)[NH:11]C(OC(C)(C)C)=O)=[N:4][C:5]([C:8]#[N:9])=[N:6][CH:7]=1.C1(C)C=CC(S(O)(=O)=O)=CC=1, predict the reaction product. The product is: [Br:1][C:2]1[C:3]([N:10]([CH:19]2[CH2:20][CH2:21][CH2:22][CH2:23][CH2:24]2)[NH2:11])=[N:4][C:5]([C:8]#[N:9])=[N:6][CH:7]=1.